From a dataset of Forward reaction prediction with 1.9M reactions from USPTO patents (1976-2016). Predict the product of the given reaction. (1) Given the reactants [O:1]=[S:2]1(=[O:20])[CH2:6][CH2:5][CH2:4][N:3]1[C:7]1[CH:15]=[CH:14][C:10]([C:11]([OH:13])=O)=[C:9]([S:16]([CH3:19])(=[O:18])=[O:17])[CH:8]=1.[CH3:21][C:22]1[C:27]([N:28]2[CH2:33][CH2:32][NH:31][CH2:30][CH2:29]2)=[CH:26][CH:25]=[C:24]([CH3:34])[N:23]=1, predict the reaction product. The product is: [CH3:21][C:22]1[C:27]([N:28]2[CH2:33][CH2:32][N:31]([C:11]([C:10]3[CH:14]=[CH:15][C:7]([N:3]4[CH2:4][CH2:5][CH2:6][S:2]4(=[O:1])=[O:20])=[CH:8][C:9]=3[S:16]([CH3:19])(=[O:18])=[O:17])=[O:13])[CH2:30][CH2:29]2)=[CH:26][CH:25]=[C:24]([CH3:34])[N:23]=1. (2) Given the reactants Cl.[CH3:2][O:3][C:4]([C@H:6]1[CH2:10][C@@H:9]([NH2:11])[CH:8]=[CH:7]1)=[O:5].[C:12]1([C:18](Cl)([C:25]2[CH:30]=[CH:29][CH:28]=[CH:27][CH:26]=2)[C:19]2[CH:24]=[CH:23][CH:22]=[CH:21][CH:20]=2)[CH:17]=[CH:16][CH:15]=[CH:14][CH:13]=1.C(N(CC)CC)C, predict the reaction product. The product is: [C:18]([NH:11][C@@H:9]1[CH2:10][C@H:6]([C:4]([O:3][CH3:2])=[O:5])[CH:7]=[CH:8]1)([C:12]1[CH:17]=[CH:16][CH:15]=[CH:14][CH:13]=1)([C:25]1[CH:26]=[CH:27][CH:28]=[CH:29][CH:30]=1)[C:19]1[CH:20]=[CH:21][CH:22]=[CH:23][CH:24]=1. (3) Given the reactants [NH:1]1[C:9]2[C:4](=[N:5][CH:6]=[C:7]([C:10]([O:12][CH3:13])=[O:11])[CH:8]=2)[CH:3]=[N:2]1.[OH-].[K+].[I:16]I, predict the reaction product. The product is: [I:16][C:3]1[C:4]2=[N:5][CH:6]=[C:7]([C:10]([O:12][CH3:13])=[O:11])[CH:8]=[C:9]2[NH:1][N:2]=1. (4) Given the reactants [CH:1]1([CH2:4][CH2:5][O:6][C:7]2[CH:33]=[CH:32][C:10]3[N:11]=[C:12]([N:14]4[CH2:19][CH2:18][CH:17]([O:20][CH2:21][C@@H:22]([NH:24][C:25](=O)[O:26]C(C)(C)C)[CH3:23])[CH2:16][CH2:15]4)[O:13][C:9]=3[CH:8]=2)[CH2:3][CH2:2]1.Cl.[C:35](OCC)(=O)C, predict the reaction product. The product is: [CH:1]1([CH2:4][CH2:5][O:6][C:7]2[CH:33]=[CH:32][C:10]3[N:11]=[C:12]([N:14]4[CH2:19][CH2:18][CH:17]([O:20][CH2:21][C@@H:22]([NH:24][C:25](=[O:26])[CH3:35])[CH3:23])[CH2:16][CH2:15]4)[O:13][C:9]=3[CH:8]=2)[CH2:2][CH2:3]1. (5) Given the reactants [Cl:1][C:2]1[CH:7]=[CH:6][C:5]([C:8]2[N:9]=[C:10]([CH2:13][C:14]([O:16][CH2:17][CH3:18])=[O:15])[S:11][CH:12]=2)=[CH:4][CH:3]=1.C1C(=O)N([Br:26])C(=O)C1.CC(N=NC(C#N)(C)C)(C#N)C, predict the reaction product. The product is: [Br:26][CH:13]([C:10]1[S:11][CH:12]=[C:8]([C:5]2[CH:4]=[CH:3][C:2]([Cl:1])=[CH:7][CH:6]=2)[N:9]=1)[C:14]([O:16][CH2:17][CH3:18])=[O:15]. (6) Given the reactants [F:1][C:2]1[CH:10]=[C:9]([C:11]2[N:15]=[C:14]([C:16]3[CH:21]=[CH:20][C:19]([C:22]4[CH:27]=[CH:26][CH:25]=[CH:24][C:23]=4[CH3:28])=[C:18]([CH2:29][O:30][CH3:31])[CH:17]=3)[O:13][N:12]=2)[CH:8]=[CH:7][C:3]=1[C:4](O)=[O:5].C(N(C(C)C)C(C)C)C.CN(C(ON1N=NC2C=CC=NC1=2)=[N+](C)C)C.F[P-](F)(F)(F)(F)F.[NH2:65][CH2:66][CH:67]([OH:70])[CH2:68][OH:69], predict the reaction product. The product is: [OH:70][CH:67]([CH2:68][OH:69])[CH2:66][NH:65][C:4](=[O:5])[C:3]1[CH:7]=[CH:8][C:9]([C:11]2[N:15]=[C:14]([C:16]3[CH:21]=[CH:20][C:19]([C:22]4[CH:27]=[CH:26][CH:25]=[CH:24][C:23]=4[CH3:28])=[C:18]([CH2:29][O:30][CH3:31])[CH:17]=3)[O:13][N:12]=2)=[CH:10][C:2]=1[F:1]. (7) Given the reactants [CH2:1]([C:8]1([C:14]([O:16][CH2:17][CH3:18])=[O:15])[CH2:12][CH2:11][CH2:10][CH:9]1[OH:13])[C:2]1[CH:7]=[CH:6][CH:5]=[CH:4][CH:3]=1.N1C=CC=CC=1.[CH3:25][C:26]1[CH:34]=[CH:33][C:29]([C:30](Cl)=[O:31])=[CH:28][CH:27]=1, predict the reaction product. The product is: [CH2:1]([C:8]1([C:14]([O:16][CH2:17][CH3:18])=[O:15])[CH2:12][CH2:11][CH2:10][CH:9]1[O:13][C:30](=[O:31])[C:29]1[CH:33]=[CH:34][C:26]([CH3:25])=[CH:27][CH:28]=1)[C:2]1[CH:7]=[CH:6][CH:5]=[CH:4][CH:3]=1.